Task: Predict which catalyst facilitates the given reaction.. Dataset: Catalyst prediction with 721,799 reactions and 888 catalyst types from USPTO (1) Reactant: [Cl:1][C:2]1[CH:3]=[C:4]([O:11]C)[C:5]([OH:10])=[C:6]([CH:9]=1)[CH:7]=[O:8].B(Br)(Br)Br. Product: [Cl:1][C:2]1[CH:3]=[C:4]([OH:11])[C:5]([OH:10])=[C:6]([CH:9]=1)[CH:7]=[O:8]. The catalyst class is: 2. (2) Reactant: [CH3:1][CH:2]([CH3:13])[C:3](=[O:12])[CH2:4][C:5](=O)[C:6]([O:8][CH2:9][CH3:10])=[O:7].Cl.[NH2:15]O. The catalyst class is: 14. Product: [CH:2]([C:3]1[O:12][N:15]=[C:5]([C:6]([O:8][CH2:9][CH3:10])=[O:7])[CH:4]=1)([CH3:13])[CH3:1]. (3) Reactant: [Cl:1][C:2]1[CH:3]=[C:4]([C:12]2[S:16][C:15]([N:17]3[C:25]([CH3:26])=[C:20]4[CH2:21][NH:22][CH2:23][CH2:24][C:19]4=[N:18]3)=[N:14][N:13]=2)[CH:5]=[CH:6][C:7]=1[O:8][CH:9]([CH3:11])[CH3:10].[OH:27][C@H:28]([CH2:31]O)[CH:29]=[O:30].[C:33]([O:36][BH-](OC(=O)C)OC(=O)C)(=[O:35])C.[Na+]. Product: [CH:33]([OH:36])=[O:35].[Cl:1][C:2]1[CH:3]=[C:4]([C:12]2[S:16][C:15]([N:17]3[C:25]([CH3:26])=[C:20]4[CH2:21][N:22]([CH2:31][C@H:28]([OH:27])[CH2:29][OH:30])[CH2:23][CH2:24][C:19]4=[N:18]3)=[N:14][N:13]=2)[CH:5]=[CH:6][C:7]=1[O:8][CH:9]([CH3:11])[CH3:10]. The catalyst class is: 98. (4) Reactant: C(Cl)(=O)C(Cl)=O.[Cl:7][C:8]1[CH:9]=[C:10]([CH:16]=[CH:17][CH:18]=1)[CH:11]=[CH:12][C:13]([OH:15])=O.[NH:19]1[CH2:24][CH2:23][NH:22][CH2:21][C:20]1=[O:25].C(N(CC)CC)C.S([O-])(O)(=O)=O.[K+]. Product: [Cl:7][C:8]1[CH:9]=[C:10](/[CH:11]=[CH:12]/[C:13]([N:22]2[CH2:23][CH2:24][NH:19][C:20](=[O:25])[CH2:21]2)=[O:15])[CH:16]=[CH:17][CH:18]=1. The catalyst class is: 120.